From a dataset of Full USPTO retrosynthesis dataset with 1.9M reactions from patents (1976-2016). Predict the reactants needed to synthesize the given product. (1) The reactants are: [CH3:1][C:2]([C:8]1[CH:13]=[CH:12][CH:11]=[CH:10][CH:9]=1)([CH3:7])[CH2:3][C:4]([OH:6])=O.[OH:14][C:15]1[C:23]2N=NNC=2C=C[CH:16]=1.[CH3:24]N1CCOCC1.[CH3:31]/[C:32](=[CH:38]\[C@@H:39]([N:43]([CH3:53])[C:44](=[O:52])[C@H:45]([C:47]([CH3:51])([CH2:49][CH3:50])[CH3:48])[NH2:46])[CH:40]([CH3:42])[CH3:41])/[C:33]([O:35][CH2:36][CH3:37])=[O:34].[CH3:54][N:55](C)[CH:56]=[O:57]. Given the product [C:15]([O:14][C:56]([N:55]([CH3:54])[C@H:3]([C:4]([NH:46][C@H:45]([C:44]([N:43]([C@@H:39]([CH:40]([CH3:41])[CH3:42])/[CH:38]=[C:32](\[CH3:31])/[C:33]([O:35][CH2:36][CH3:37])=[O:34])[CH3:53])=[O:52])[C:47]([CH3:51])([CH2:49][CH3:50])[CH3:48])=[O:6])[C:2]([CH3:1])([CH3:7])[C:8]1[CH:13]=[CH:12][CH:11]=[CH:10][CH:9]=1)=[O:57])([CH3:16])([CH3:23])[CH3:24], predict the reactants needed to synthesize it. (2) Given the product [Cl:7][C:8]1[CH:15]=[CH:14][CH:13]=[CH:12][C:9]=1[CH:10]1[CH2:16][C:17](=[O:18])[NH:1][C:2]2=[N:6][NH:5][CH:4]=[C:3]12, predict the reactants needed to synthesize it. The reactants are: [NH2:1][C:2]1[NH:6][N:5]=[CH:4][CH:3]=1.[Cl:7][C:8]1[CH:15]=[CH:14][CH:13]=[CH:12][C:9]=1[CH:10]=O.[CH3:16][C:17]1(C)OC(=O)CC(=O)[O:18]1. (3) Given the product [Br:5][C:6]1[CH:34]=[C:33]([F:35])[C:9]([CH2:10][N:11]2[C:15]3[CH:16]=[C:17]([OH:20])[CH:18]=[CH:19][C:14]=3[N:13]=[C:12]2[C@H:22]2[CH2:27][CH2:26][CH2:25][CH2:24][C@H:23]2[C:28]([O:30][CH2:31][CH3:32])=[O:29])=[C:8]([F:36])[CH:7]=1, predict the reactants needed to synthesize it. The reactants are: B(Br)(Br)Br.[Br:5][C:6]1[CH:34]=[C:33]([F:35])[C:9]([CH2:10][N:11]2[C:15]3[CH:16]=[C:17]([O:20]C)[CH:18]=[CH:19][C:14]=3[N:13]=[C:12]2[C@H:22]2[CH2:27][CH2:26][CH2:25][CH2:24][C@H:23]2[C:28]([O:30][CH2:31][CH3:32])=[O:29])=[C:8]([F:36])[CH:7]=1.